From a dataset of Forward reaction prediction with 1.9M reactions from USPTO patents (1976-2016). Predict the product of the given reaction. (1) Given the reactants [C:1]([C:3]1[N:7]2[N:8]=[C:9]([C:12]3[CH:17]=[CH:16][C:15]([C:18]([N:20]4[CH2:25][CH2:24][O:23][CH2:22][CH2:21]4)=[O:19])=[CH:14][CH:13]=3)[CH:10]=[CH:11][C:6]2=[N:5][CH:4]=1)#[CH:2].I[C:27]1[CH:32]=[C:31]([NH2:33])[N:30]=[C:29]2[NH:34][CH:35]=[CH:36][C:28]=12, predict the reaction product. The product is: [NH2:33][C:31]1[N:30]=[C:29]2[NH:34][CH:35]=[CH:36][C:28]2=[C:27]([C:2]#[C:1][C:3]2[N:7]3[N:8]=[C:9]([C:12]4[CH:13]=[CH:14][C:15]([C:18]([N:20]5[CH2:21][CH2:22][O:23][CH2:24][CH2:25]5)=[O:19])=[CH:16][CH:17]=4)[CH:10]=[CH:11][C:6]3=[N:5][CH:4]=2)[CH:32]=1. (2) Given the reactants C(C1C=CC(C(NC2C=CC(C3C=C4C(CN([C@@H](C(C)C)C(O)=O)C4=O)=CC=3)=NC=2)=O)=CC=1)(C)(C)C.[CH2:37]([O:41][C:42]1[CH:74]=[CH:73][C:45]([C:46]([NH:48][C:49]2[CH:50]=[CH:51][C:52]([C:55]3[CH:63]=[C:62]4[C:58]([CH2:59][N:60]([C@@H:65]([CH:70]([CH3:72])[CH3:71])[C:66]([O:68]C)=[O:67])[C:61]4=[O:64])=[CH:57][CH:56]=3)=[N:53][CH:54]=2)=[O:47])=[CH:44][CH:43]=1)[CH2:38][CH2:39][CH3:40], predict the reaction product. The product is: [CH2:37]([O:41][C:42]1[CH:74]=[CH:73][C:45]([C:46]([NH:48][C:49]2[CH:50]=[CH:51][C:52]([C:55]3[CH:63]=[C:62]4[C:58]([CH2:59][N:60]([C@@H:65]([CH:70]([CH3:71])[CH3:72])[C:66]([OH:68])=[O:67])[C:61]4=[O:64])=[CH:57][CH:56]=3)=[N:53][CH:54]=2)=[O:47])=[CH:44][CH:43]=1)[CH2:38][CH2:39][CH3:40]. (3) Given the reactants O=C1CCC(=O)N1[CH2:8][C:9]([N:14]([C:16]([O:18][C:19]([CH3:22])([CH3:21])[CH3:20])=[O:17])[CH3:15])([CH3:13])[C:10]([O-])=[O:11].[NH2:23][C@H:24]([CH2:46][O:47][CH2:48][C:49]1[CH:54]=[CH:53][C:52]([CH3:55])=[CH:51][CH:50]=1)[C:25]([N:27]1[CH2:45][CH2:44][CH2:43][C:29]2([C:33](=[O:34])[N:32]([CH3:35])[CH2:31][CH:30]2[C:36]2[CH:41]=[CH:40][C:39]([F:42])=[CH:38][CH:37]=2)[CH2:28]1)=[O:26].CCN(C(C)C)C(C)C, predict the reaction product. The product is: [F:42][C:39]1[CH:38]=[CH:37][C:36]([CH:30]2[C:29]3([CH2:43][CH2:44][CH2:45][N:27]([C:25](=[O:26])[C@H:24]([NH:23][C:10](=[O:11])[C:9]([N:14]([CH3:15])[C:16](=[O:17])[O:18][C:19]([CH3:21])([CH3:20])[CH3:22])([CH3:13])[CH3:8])[CH2:46][O:47][CH2:48][C:49]4[CH:54]=[CH:53][C:52]([CH3:55])=[CH:51][CH:50]=4)[CH2:28]3)[C:33](=[O:34])[N:32]([CH3:35])[CH2:31]2)=[CH:41][CH:40]=1. (4) Given the reactants [C:12]([O:11][C:9](O[C:9]([O:11][C:12]([CH3:15])([CH3:14])[CH3:13])=[O:10])=[O:10])([CH3:15])([CH3:14])[CH3:13].[CH2:16]([NH:19][C:20]1[N:21]=[C:22]([NH2:30])[C:23]2[S:28][CH:27]=[C:26]([CH3:29])[C:24]=2[N:25]=1)[CH:17]=[CH2:18].C(O)(C)(C)C.C(OCC)(=O)C.CCCCCC, predict the reaction product. The product is: [CH2:16]([NH:19][C:20]1[N:21]=[C:22]([NH:30][C:9]([O:11][C:12]([CH3:13])([CH3:14])[CH3:15])=[O:10])[C:23]2[S:28][CH:27]=[C:26]([CH3:29])[C:24]=2[N:25]=1)[CH:17]=[CH2:18]. (5) Given the reactants FC(F)(F)S(O[C:7]1[C:16]2[C:11](=[N:12][CH:13]=[CH:14][CH:15]=2)[N:10]([O:17][CH2:18][C:19]2[CH:24]=[CH:23][CH:22]=[CH:21][CH:20]=2)[C:9](=[O:25])[CH:8]=1)(=O)=O.[NH2:28][C:29]1[CH:34]=[CH:33][CH:32]=[CH:31][CH:30]=1, predict the reaction product. The product is: [NH:28]([C:7]1[C:16]2[C:11](=[N:12][CH:13]=[CH:14][CH:15]=2)[N:10]([O:17][CH2:18][C:19]2[CH:24]=[CH:23][CH:22]=[CH:21][CH:20]=2)[C:9](=[O:25])[CH:8]=1)[C:29]1[CH:34]=[CH:33][CH:32]=[CH:31][CH:30]=1.